This data is from Drug-target binding data from BindingDB using IC50 measurements. The task is: Regression. Given a target protein amino acid sequence and a drug SMILES string, predict the binding affinity score between them. We predict pIC50 (pIC50 = -log10(IC50 in M); higher means more potent). Dataset: bindingdb_ic50. The drug is O=C(CCl)c1cccs1. The target is XTSFAESXKPVQQPSAFGS. The pIC50 is 4.3.